Task: Predict the product of the given reaction.. Dataset: Forward reaction prediction with 1.9M reactions from USPTO patents (1976-2016) (1) Given the reactants [CH3:1][O:2][C:3]1[CH:4]=[C:5]([CH:8]=[CH:9][C:10]=1[OH:11])[CH:6]=[O:7].Br[CH2:13][CH2:14]C.OC1C=CC(C=O)=CC=1, predict the reaction product. The product is: [CH2:13]([O:11][C:10]1[CH:9]=[CH:8][C:5]([CH:6]=[O:7])=[CH:4][C:3]=1[O:2][CH3:1])[CH3:14]. (2) Given the reactants [Br:1][C:2]1[CH:3]=[C:4]([CH:11]([NH:14][C:15]([CH3:18])([CH3:17])[CH3:16])[CH2:12][OH:13])[CH:5]=[C:6]([C:9]#[N:10])[C:7]=1[NH2:8].[C:19]([C@:27]([C:42]([OH:44])=[O:43])([OH:41])[C@:28]([C:33](=[O:40])[C:34]1[CH:39]=[CH:38][CH:37]=[CH:36][CH:35]=1)([OH:32])[C:29]([OH:31])=[O:30])(=[O:26])[C:20]1[CH:25]=[CH:24][CH:23]=[CH:22][CH:21]=1.C(OCC)C, predict the reaction product. The product is: [C:33]([C@:28]([C:29]([OH:31])=[O:30])([OH:32])[C@:27]([C:19](=[O:26])[C:20]1[CH:25]=[CH:24][CH:23]=[CH:22][CH:21]=1)([OH:41])[C:42]([OH:44])=[O:43])(=[O:40])[C:34]1[CH:39]=[CH:38][CH:37]=[CH:36][CH:35]=1.[Br:1][C:2]1[CH:3]=[C:4]([CH:11]([NH:14][C:15]([CH3:18])([CH3:17])[CH3:16])[CH2:12][OH:13])[CH:5]=[C:6]([C:9]#[N:10])[C:7]=1[NH2:8]. (3) Given the reactants FC(F)(F)[C:3]1[CH:4]=[C:5]([C:13]2[C:17]([C:18]#[N:19])=[CH:16][N:15](CC(O)=O)[CH:14]=2)[CH:6]=[C:7]([C:9]([F:12])([F:11])[F:10])[CH:8]=1.C([O:28][C:29](=[O:33])[CH:30](Br)[CH3:31])C, predict the reaction product. The product is: [F:12][C:9]([F:10])([F:11])[C:7]1[CH:6]=[C:5]([C:13]2[C:17]([C:18]#[N:19])=[CH:16][N:15]([CH:30]([CH3:31])[C:29]([OH:28])=[O:33])[CH:14]=2)[C:4]([C:9]([F:12])([F:11])[F:10])=[CH:3][CH:8]=1.